This data is from Experimentally validated miRNA-target interactions with 360,000+ pairs, plus equal number of negative samples. The task is: Binary Classification. Given a miRNA mature sequence and a target amino acid sequence, predict their likelihood of interaction. (1) The miRNA is mmu-miR-669m-5p with sequence UGUGUGCAUGUGCAUGUGUGUAU. The protein sequence of the target gene is MAAQLLEEDVVTCSICLGRYRDPVTLPCGHSFCGNCIQDSWRSCEKSCPECRQPFPEGAKLSRNVKMSTLLQALPVLPAPPAVTPRRDSATSHSARCLRHGRPLEFFCRTEGLCVCSACTVHDCSHHERALLDVERRVREDQLRARVLVTQQQVAQAETQLQELQEQRSRIESSACTLASVVSRRFSSLLQALEKQQASTLSDIEVAKKQALGQVLNEKQRLTDHLRALSQYDQSVQDLLAQADDCIFFQELQQLPEPTESLGPLTSPQWNEEQQLSNVNQLLSPLCELLLEEKSLPKVA.... Result: 1 (interaction). (2) The miRNA is hsa-miR-539-5p with sequence GGAGAAAUUAUCCUUGGUGUGU. The protein sequence of the target gene is MTTAQRDSLLWKLAGLLRESGDVVLSGCSTLSLLTPTLQQLNHVFELHLGPWGPGQTGFVALPSHPADSPVILQLQFLFDVLQKTLSLKLVHVAGPGPTGPIKIFPFKSLRHLELRGVPLHCLHGLRGIYSQLETLICSRSLQALEELLSACGGDFCSALPWLALLSANFSYNALTALDSSLRLLSALRFLNLSHNQVQDCQGFLMDLCELHHLDISYNRLHLVPRMGPSGAALGVLILRGNELRSLHGLEQLRNLRHLDLAYNLLEGHRELSPLWLLAELRKLYLEGNPLWFHPEHRAA.... Result: 1 (interaction). (3) The miRNA is mmu-miR-544-3p with sequence AUUCUGCAUUUUUAGCAAGCUC. The protein sequence of the target gene is MGKLQSKHAAAARKRRESPEGDSFVASAYASGRKGAEEAERRARDKQELPNGDPKEGPFREDQCPLQVALPAEKAEGREHPGQLLSADDGERAANREGPRGPGGQRLNIDALQCDVSVEEDDRQEWTFTLYDFDNCGKVTREDMSSLMHTIYEVVDASVNHSSGSSKTLRVKLTVSPEPSSKRKEGPPAGQDREPTRCRMEGELAEEPRVADRRLSAHVRRPSTDPQPCSERGPYCVDENTERRNHYLDLAGIENYTSRFGPGSPPVQAKQEPQGRASHLQARSRSQEPDTHAVHHRRSQ.... Result: 0 (no interaction). (4) The miRNA is hsa-miR-3115 with sequence AUAUGGGUUUACUAGUUGGU. The protein sequence of the target gene is MPSAGERPAVKMGPAPAGEQHRRATEDPEVMELAFEGMDKEKAPSRKRARTEPPAEGLLQPVNLSREELYKEPTNEELNRLRETEILFHSTLLRLQVEELLKEVRLSEKKKERIDNFLKEVTKRIQKVPPVPEAELTDQSWLPAGVRVPLHQVPYAVKGSFRFRPPSQITVVGSYLLDTCMRPDINVDVAVTMPREILQDKDGLNQRYFRKRALYLAHLAYHLAQDPLFSSVRFSYMSGCHLKPSLLLRPHGKDERLVTVRLLPCPPLDFFRPCRLLPTKNNVRSAWYRGQSCPDYEPPT.... Result: 0 (no interaction). (5) The miRNA is hsa-miR-9-5p with sequence UCUUUGGUUAUCUAGCUGUAUGA. The protein sequence of the target gene is MLFIFNFLFSPLPTPALICILTFGAAIFLWLITRPQPVLPLLDLNNQSVGIEGGARKGVSQKNNDLTSCCFSDAKTMYEVFQRGLAVSDNGPCLGYRKPNQPYRWLSYKQVSDRAEYLGSCLLHKGYKSSPDQFVGIFAQNRPEWIISELACYTYSMVAVPLYDTLGPEAIVHIVNKADIAMVICDTPQKALVLIGNVEKGFTPSLKVIILMDPFDDDLKQRGEKSGIEILSLYDAENLGKEHFRKPVPPSPEDLSVICFTSGTTGDPKGAMITHQNIVSNAAAFLKCVEHAYEPTPDDV.... Result: 0 (no interaction). (6) The miRNA is hsa-miR-5590-3p with sequence AAUAAAGUUCAUGUAUGGCAA. The protein sequence of the target gene is MKFSPAHYLLPLLPALVLSTRQDYEELEKQLKEVFKERSTILRQLTKTSRELDGIKVNLQSLKNDEQSAKTDVQKLLELGQKQREEMKSLQEALQNQLKETSEKAEKHQATINFLKTEVERKSKMIRDLQNENKSLKNKLLSGNKLCGIHAEESKKIQAQLKELRYGKKDLLFKAQQLTDLEQKLAVAKNELEKAALDRESQMKAMKETVQLCLTSVFRDQPPPPLSLITSNPTRMLLPPRNIASKLPDAAAKSKPQQSASGNNESSQVESTKEGNPSTTACDSQDEGRPCSMKHKESPP.... Result: 1 (interaction). (7) The miRNA is mmu-miR-466i-3p with sequence AUACACACACACAUACACACUA. The protein sequence of the target gene is MGKMAAAVASLATLAAEPREDAFRKLFRFYRQSRPGTADLGAVIDFSEAHLARSPKPGVPQVVRFPLNVSSVTERDAERVGLEPVSKWRAYGLEGYPGFIFIPNPFLPGCQRHWVKQCLKLYSQKPNVCNLDKHMTKEETQGLWEQSKEVLRSKEVTKRRPRSLLERLRWVTLGYHYNWDSKKYSADHYTPFPSDLAFLSEQVATACGFQGFQAEAGILNYYRLDSTLGIHVDRSELDHSKPLLSFSFGQSAIFLLGGLKRDEAPTAMFMHSGDIMVMSGFSRLLNHAVPRVLPHPDGEC.... Result: 1 (interaction). (8) The miRNA is mmu-miR-23b-3p with sequence AUCACAUUGCCAGGGAUUACC. The protein sequence of the target gene is MYTLLSGLYKYMFQKDEYCILILGLDNAGKTTFLEQSKTRFNKNYKGMSLSKITTTVGLNIGTVDVGKARLMFWDLGGQEELQSLWDKYYAECHGVIYVIDSTDEERLSESKEAFEKVVSSEALDGVPILVLANKQDVETCLSIPDIKTAFSDCTCKIGRRDCLTQACSALTGKGVREGIEWMVKCVVRNVHRPPRQRDIT. Result: 0 (no interaction). (9) The miRNA is hsa-miR-30c-5p with sequence UGUAAACAUCCUACACUCUCAGC. The protein sequence of the target gene is MSALRRSGYGPSDGPSYGRYYGPGGGDVPVHPPPPLYPLRPEPPQPPISWRVRGGGPAETTWLGEGGGGDGYYPSGGAWPEPGRAGGSHQEQPPYPSYNSNYWNSTARSRAPYPSTYPVRPELQGQSLNSYTNGAYGPTYPPGPGANTASYSGAYYAPGYTQTSYSTEVPSTYRSSGNSPTPVSRWIYPQQDCQTEAPPLRGQVPGYPPSQNPGMTLPHYPYGDGNRSVPQSGPTVRPQEDAWASPGAYGMGGRYPWPSSAPSAPPGNLYMTESTSPWPSSGSPQSPPSPPVQQPKDSSY.... Result: 1 (interaction).